This data is from Reaction yield outcomes from USPTO patents with 853,638 reactions. The task is: Predict the reaction yield, written as a fraction of the theoretical maximum amount of product (1.0 means a 100% yield; for example, 0.34 means a 34% yield). (1) The reactants are Br[C:2]1[CH:7]=[CH:6][C:5]([C:8]2[N:9]([C:18]3[CH:23]=[CH:22][C:21]([O:24][CH3:25])=[CH:20][CH:19]=3)[CH:10]=[CH:11][C:12]=2[C:13]([O:15][CH2:16][CH3:17])=[O:14])=[C:4]([CH3:26])[CH:3]=1.[C:27]([Cu])#[N:28].[OH2:30]. The catalyst is CN(C=O)C. The product is [C:27]([C:2]1[CH:7]=[CH:6][C:5]([C:8]2[N:9]([C:18]3[CH:23]=[CH:22][C:21]([O:24][CH3:25])=[CH:20][CH:19]=3)[CH:10]=[CH:11][C:12]=2[C:13]([O:15][CH2:16][CH3:17])=[O:14])=[C:4]([CH3:26])[CH:3]=1)(=[O:30])[NH2:28]. The yield is 0.660. (2) The reactants are [Cl:1][C:2]1[CH:7]=[CH:6][C:5]([CH:8]([CH3:13])[C:9]([O:11][CH3:12])=[O:10])=[CH:4][CH:3]=1.[CH3:14][C:15]([O-:18])([CH3:17])[CH3:16].[K+].[C:20]([O-])(=[O:23])[CH:21]=C.[CH2:25]1COCC1. No catalyst specified. The product is [Cl:1][C:2]1[CH:3]=[CH:4][C:5]([C:8]([CH3:25])([CH2:13][CH2:21][C:20]([O:18][C:15]([CH3:17])([CH3:16])[CH3:14])=[O:23])[C:9]([O:11][CH3:12])=[O:10])=[CH:6][CH:7]=1. The yield is 0.690. (3) The reactants are [CH3:1][O:2][C:3]1[N:4]=[C:5]2[C:10](=[CH:11][CH:12]=1)[N:9]=[CH:8][CH:7]=[C:6]2/[CH:13]=[CH:14]/[C:15]([NH:17][CH2:18][C@H:19]1[O:23][C:22](=[O:24])[N:21]([C:25]2[CH:26]=[CH:27][C:28]3[S:33][CH2:32][C:31](=[O:34])[NH:30][C:29]=3[CH:35]=2)[CH2:20]1)=[O:16].CS(N)(=O)=[O:38].CC(N(C)C)=O.CC(O)(C)C.[OH2:52]. No catalyst specified. The product is [OH:52][C@@H:14]([C@H:13]([OH:38])[C:6]1[C:5]2[C:10](=[CH:11][CH:12]=[C:3]([O:2][CH3:1])[N:4]=2)[N:9]=[CH:8][CH:7]=1)[C:15]([NH:17][CH2:18][C@H:19]1[O:23][C:22](=[O:24])[N:21]([C:25]2[CH:26]=[CH:27][C:28]3[S:33][CH2:32][C:31](=[O:34])[NH:30][C:29]=3[CH:35]=2)[CH2:20]1)=[O:16]. The yield is 0.350. (4) The reactants are [F:1][CH:2]([F:13])[O:3][C:4]1[CH:12]=[CH:11][CH:10]=[CH:9][C:5]=1[C:6]([OH:8])=[O:7].S(=O)(=O)(O)O.[CH3:19]O. The product is [CH3:19][O:7][C:6](=[O:8])[C:5]1[CH:9]=[CH:10][CH:11]=[CH:12][C:4]=1[O:3][CH:2]([F:13])[F:1]. No catalyst specified. The yield is 0.870.